This data is from Forward reaction prediction with 1.9M reactions from USPTO patents (1976-2016). The task is: Predict the product of the given reaction. (1) Given the reactants [CH3:1][O:2][C:3](=[O:10])[CH2:4][CH2:5][CH2:6][C:7](O)=[O:8].C(Cl)(=O)C([Cl:14])=O, predict the reaction product. The product is: [Cl:14][C:7](=[O:8])[CH2:6][CH2:5][CH2:4][C:3]([O:2][CH3:1])=[O:10]. (2) Given the reactants [Cl-].[CH3:2][O:3][CH2:4][P+](C1C=CC=CC=1)(C1C=CC=CC=1)C1C=CC=CC=1.CC([O-])(C)C.[K+].[CH2:30]([O:32][C:33]1[CH:38]=[CH:37][C:36]([CH:39]2[CH2:44][CH2:43][CH:42]([CH:45]=O)[CH2:41][CH2:40]2)=[C:35]([F:47])[C:34]=1[F:48])[CH3:31].O, predict the reaction product. The product is: [CH2:30]([O:32][C:33]1[CH:38]=[CH:37][C:36]([CH:39]2[CH2:44][CH2:43][CH:42]([CH:45]=[CH:2][O:3][CH3:4])[CH2:41][CH2:40]2)=[C:35]([F:47])[C:34]=1[F:48])[CH3:31]. (3) Given the reactants [N:1]([CH2:4][C@@H:5]([OH:35])[C@@H:6]([NH:16][C:17](=[O:34])[C:18]1[CH:32]=[C:31]([CH3:33])[CH:30]=[C:20]([C:21]([N:23]([CH2:27][CH2:28][CH3:29])[CH2:24][CH2:25][CH3:26])=[O:22])[CH:19]=1)[CH2:7][C:8]1[CH:13]=[C:12]([F:14])[CH:11]=[C:10]([F:15])[CH:9]=1)=[N+]=[N-].[C:36]([O:39]CC)(=[O:38])[CH3:37], predict the reaction product. The product is: [C:36]([OH:39])(=[O:38])[CH3:37].[NH2:1][CH2:4][C@@H:5]([OH:35])[C@@H:6]([NH:16][C:17](=[O:34])[C:18]1[CH:32]=[C:31]([CH3:33])[CH:30]=[C:20]([C:21]([N:23]([CH2:24][CH2:25][CH3:26])[CH2:27][CH2:28][CH3:29])=[O:22])[CH:19]=1)[CH2:7][C:8]1[CH:13]=[C:12]([F:14])[CH:11]=[C:10]([F:15])[CH:9]=1. (4) Given the reactants [CH3:1][O:2][C:3]1[CH:4]=[CH:5][C:6]2[NH:12][C:11](=[O:13])[CH2:10][C:9](=[O:14])[N:8]([CH3:15])[C:7]=2[CH:16]=1.[CH2:17](I)[CH3:18].O, predict the reaction product. The product is: [CH2:17]([N:12]1[C:11](=[O:13])[CH2:10][C:9](=[O:14])[N:8]([CH3:15])[C:7]2[CH:16]=[C:3]([O:2][CH3:1])[CH:4]=[CH:5][C:6]1=2)[CH3:18]. (5) The product is: [CH2:24]([N:26]([CH2:27][C:28]1[CH:33]=[CH:32][CH:31]=[C:30]([OH:34])[CH:29]=1)[C:21](=[O:22])[CH2:20][N:9]([C:4]1[CH:5]=[CH:6][CH:7]=[CH:8][C:3]=1[O:2][CH3:1])[S:10]([C:13]1[C:14]([CH3:19])=[CH:15][CH:16]=[CH:17][CH:18]=1)(=[O:11])=[O:12])[CH3:25]. Given the reactants [CH3:1][O:2][C:3]1[CH:8]=[CH:7][CH:6]=[CH:5][C:4]=1[N:9]([CH2:20][C:21](O)=[O:22])[S:10]([C:13]1[C:14]([CH3:19])=[CH:15][CH:16]=[CH:17][CH:18]=1)(=[O:12])=[O:11].[CH2:24]([NH:26][CH2:27][C:28]1[CH:29]=[C:30]([OH:34])[CH:31]=[CH:32][CH:33]=1)[CH3:25], predict the reaction product. (6) Given the reactants [NH:1]1[CH:8]=[CH:7][C:5]([NH2:6])=[N:4][C:2]1=[O:3].[C:9]1([CH3:15])C=CC=C[CH:10]=1.C(N(CC)CC)C.[OH2:23], predict the reaction product. The product is: [C:10]([NH:6][C:5]1[CH:7]=[CH:8][NH:1][C:2](=[O:3])[N:4]=1)(=[O:23])[CH2:9][CH3:15]. (7) Given the reactants [C:1]1([C:7]#[C:8][C:9]2[CH:14]=[CH:13][C:12]([CH2:15][C:16](=[O:32])[CH2:17][C:18]3[CH:23]=[CH:22][C:21]([C:24]#[C:25][C:26]4[CH:31]=[CH:30][CH:29]=[CH:28][CH:27]=4)=[CH:20][CH:19]=3)=[CH:11][CH:10]=2)[CH:6]=[CH:5][CH:4]=[CH:3][CH:2]=1.[OH-].[CH2:34]([N+](C)(C)C)[C:35]1[CH:40]=[CH:39][CH:38]=[CH:37][CH:36]=1, predict the reaction product. The product is: [C:1]1([C:7]#[C:8][C:9]2[CH:14]=[CH:13][C:12]([C:15]3[C:16](=[O:32])[C:17]([C:18]4[CH:19]=[CH:20][C:21]([C:24]#[C:25][C:26]5[CH:27]=[CH:28][CH:29]=[CH:30][CH:31]=5)=[CH:22][CH:23]=4)=[C:15]([C:12]4[CH:11]=[CH:10][C:9]([C:8]#[C:7][C:1]5[CH:6]=[CH:5][CH:4]=[CH:3][CH:2]=5)=[CH:14][CH:13]=4)[C:34]=3[C:35]3[CH:40]=[CH:39][C:38]([C:16]#[C:17][C:18]4[CH:23]=[CH:22][CH:21]=[CH:20][CH:19]=4)=[CH:37][CH:36]=3)=[CH:11][CH:10]=2)[CH:6]=[CH:5][CH:4]=[CH:3][CH:2]=1. (8) Given the reactants [Cl:1][C:2]1[CH:7]=[CH:6][C:5]([C:8]2[C:9]3[CH:22]=[CH:21][C:20]([O:23]C)=[N:19][C:10]=3[C:11]3[C:17]([CH3:18])=[N:16][O:15][C:12]=3[CH2:13][N:14]=2)=[CH:4][CH:3]=1, predict the reaction product. The product is: [Cl:1][C:2]1[CH:7]=[CH:6][C:5]([C:8]2[C:9]3[CH:22]=[CH:21][C:20](=[O:23])[NH:19][C:10]=3[C:11]3[C:17]([CH3:18])=[N:16][O:15][C:12]=3[CH2:13][N:14]=2)=[CH:4][CH:3]=1.